This data is from Full USPTO retrosynthesis dataset with 1.9M reactions from patents (1976-2016). The task is: Predict the reactants needed to synthesize the given product. (1) Given the product [Cl:1][C:2]1[CH:10]=[C:9]2[C:5]([C:6]([CH2:25][C:24]3[CH:27]=[CH:28][CH:29]=[C:22]([O:21][CH3:20])[CH:23]=3)([C:12]3[CH:17]=[CH:16][CH:15]=[C:14]([O:18][CH3:19])[CH:13]=3)[C:7](=[O:11])[NH:8]2)=[CH:4][CH:3]=1, predict the reactants needed to synthesize it. The reactants are: [Cl:1][C:2]1[CH:10]=[C:9]2[C:5]([CH:6]([C:12]3[CH:17]=[CH:16][CH:15]=[C:14]([O:18][CH3:19])[CH:13]=3)[C:7](=[O:11])[NH:8]2)=[CH:4][CH:3]=1.[CH3:20][O:21][C:22]1[CH:23]=[C:24]([CH:27]=[CH:28][CH:29]=1)[CH2:25]Br.[I-].[K+].C(=O)([O-])[O-].[K+].[K+]. (2) Given the product [Si:15]([O:22][CH2:23][CH2:24][O:25][C:26]1[CH:27]=[C:28]([F:34])[C:29]([C:32]2[NH:6][C:4](=[O:5])[C:3]3[C:2](=[CH:10][C:9]([O:11][CH3:12])=[CH:8][C:7]=3[O:13][CH3:14])[N:1]=2)=[N:30][CH:31]=1)([C:18]([CH3:21])([CH3:20])[CH3:19])([CH3:17])[CH3:16], predict the reactants needed to synthesize it. The reactants are: [NH2:1][C:2]1[CH:10]=[C:9]([O:11][CH3:12])[CH:8]=[C:7]([O:13][CH3:14])[C:3]=1[C:4]([NH2:6])=[O:5].[Si:15]([O:22][CH2:23][CH2:24][O:25][C:26]1[CH:27]=[C:28]([F:34])[C:29]([CH:32]=O)=[N:30][CH:31]=1)([C:18]([CH3:21])([CH3:20])[CH3:19])([CH3:17])[CH3:16].